This data is from NCI-60 drug combinations with 297,098 pairs across 59 cell lines. The task is: Regression. Given two drug SMILES strings and cell line genomic features, predict the synergy score measuring deviation from expected non-interaction effect. (1) Drug 1: COC1=NC(=NC2=C1N=CN2C3C(C(C(O3)CO)O)O)N. Drug 2: CCCCC(=O)OCC(=O)C1(CC(C2=C(C1)C(=C3C(=C2O)C(=O)C4=C(C3=O)C=CC=C4OC)O)OC5CC(C(C(O5)C)O)NC(=O)C(F)(F)F)O. Cell line: HT29. Synergy scores: CSS=42.2, Synergy_ZIP=-4.21, Synergy_Bliss=-2.87, Synergy_Loewe=-14.7, Synergy_HSA=-1.30. (2) Drug 1: CC(C1=C(C=CC(=C1Cl)F)Cl)OC2=C(N=CC(=C2)C3=CN(N=C3)C4CCNCC4)N. Drug 2: C1CN(CCN1C(=O)CCBr)C(=O)CCBr. Cell line: HCT-15. Synergy scores: CSS=10.6, Synergy_ZIP=-3.05, Synergy_Bliss=-1.82, Synergy_Loewe=-1.08, Synergy_HSA=-1.42. (3) Drug 2: C1=NC2=C(N1)C(=S)N=CN2. Synergy scores: CSS=20.8, Synergy_ZIP=-10.8, Synergy_Bliss=-6.36, Synergy_Loewe=-9.94, Synergy_HSA=-4.96. Drug 1: C1=CC(=CC=C1CCCC(=O)O)N(CCCl)CCCl. Cell line: SNB-19. (4) Drug 1: COC1=C2C(=CC3=C1OC=C3)C=CC(=O)O2. Drug 2: C1CN(P(=O)(OC1)NCCCl)CCCl. Cell line: HL-60(TB). Synergy scores: CSS=4.38, Synergy_ZIP=-1.85, Synergy_Bliss=-2.04, Synergy_Loewe=-0.828, Synergy_HSA=-0.867.